This data is from CYP1A2 inhibition data for predicting drug metabolism from PubChem BioAssay. The task is: Regression/Classification. Given a drug SMILES string, predict its absorption, distribution, metabolism, or excretion properties. Task type varies by dataset: regression for continuous measurements (e.g., permeability, clearance, half-life) or binary classification for categorical outcomes (e.g., BBB penetration, CYP inhibition). Dataset: cyp1a2_veith. (1) The molecule is COc1ccc(C(=S)N(C)C)cc1OC. The result is 0 (non-inhibitor). (2) The drug is Clc1ccc(CSc2nnc(-c3cccnc3)o2)cc1. The result is 1 (inhibitor).